From a dataset of Retrosynthesis with 50K atom-mapped reactions and 10 reaction types from USPTO. Predict the reactants needed to synthesize the given product. (1) Given the product O=[N+]([O-])c1ccc(SCc2ccccn2)cc1, predict the reactants needed to synthesize it. The reactants are: ClCc1ccccn1.O=[N+]([O-])c1ccc(S)cc1. (2) Given the product O=c1[nH]cc(C(F)(F)F)c(=O)[nH]1, predict the reactants needed to synthesize it. The reactants are: FC(F)(F)I.O=c1cc[nH]c(=O)[nH]1. (3) Given the product CC(C)(C)OC(=O)c1cc(OC(C)(C)C)c(C(=O)O)s1, predict the reactants needed to synthesize it. The reactants are: CCOC(=O)c1sc(C(=O)OC(C)(C)C)cc1OC(C)(C)C. (4) Given the product Cc1cc(Oc2ncccc2[N+](=O)[O-])n(-c2ccccc2Cl)n1, predict the reactants needed to synthesize it. The reactants are: Cc1cc(O)n(-c2ccccc2Cl)n1.O=[N+]([O-])c1cccnc1Cl. (5) Given the product COc1ccccc1-c1nnc(C(F)(F)c2ccc(C(=O)Nc3nn(-c4ccccc4)cc3N)cc2)o1, predict the reactants needed to synthesize it. The reactants are: COc1ccccc1-c1nnc(C(F)(F)c2ccc(C(=O)Nc3nn(-c4ccccc4)cc3NC(=O)OC(C)(C)C)cc2)o1. (6) Given the product COC(=O)c1cc(N)cc(SC)c1, predict the reactants needed to synthesize it. The reactants are: COC(=O)c1cc(NC(=O)OC(C)(C)C)cc(SC)c1. (7) Given the product CCc1c(CC(=O)OC)cc2ccc(F)cc2c1OC(C)=O, predict the reactants needed to synthesize it. The reactants are: C#Cc1c(CC(=O)OC)cc2ccc(F)cc2c1OC(C)=O.